This data is from Forward reaction prediction with 1.9M reactions from USPTO patents (1976-2016). The task is: Predict the product of the given reaction. (1) Given the reactants [N:1]1[CH:6]=[CH:5][CH:4]=[C:3]([CH:7]([CH2:11][C:12]([C:14]2[CH:19]=[CH:18][CH:17]=[CH:16][N:15]=2)=O)[C:8](O)=[O:9])[CH:2]=1.O.[NH2:21][NH2:22], predict the reaction product. The product is: [N:1]1[CH:6]=[CH:5][CH:4]=[C:3]([CH:7]2[CH2:11][C:12]([C:14]3[CH:19]=[CH:18][CH:17]=[CH:16][N:15]=3)=[N:22][NH:21][C:8]2=[O:9])[CH:2]=1. (2) Given the reactants [F:1][C:2]([F:42])([F:41])[C@H:3]([N:28]1[CH2:32][CH2:31][C@H:30]([NH:33][C:34](=[O:40])[O:35][C:36]([CH3:39])([CH3:38])[CH3:37])[CH2:29]1)[C:4]1[CH:5]=[N:6][C:7]([NH:10]/[N:11]=[CH:12]/[C:13]2[CH:22]=[CH:21][C:20]3[C:15](=[CH:16][C:17]([O:24][CH:25]([CH3:27])[CH3:26])=[C:18]([F:23])[CH:19]=3)[N:14]=2)=[CH:8][CH:9]=1.C(O)(=O)C.I(C1C=CC=CC=1)=O, predict the reaction product. The product is: [F:42][C:2]([F:1])([F:41])[C@H:3]([N:28]1[CH2:32][CH2:31][C@H:30]([NH:33][C:34](=[O:40])[O:35][C:36]([CH3:37])([CH3:39])[CH3:38])[CH2:29]1)[C:4]1[CH:9]=[CH:8][C:7]2[N:6]([C:12]([C:13]3[CH:22]=[CH:21][C:20]4[C:15](=[CH:16][C:17]([O:24][CH:25]([CH3:27])[CH3:26])=[C:18]([F:23])[CH:19]=4)[N:14]=3)=[N:11][N:10]=2)[CH:5]=1. (3) The product is: [Cl:15][C:16]1[C:17]([N:22]2[C:26]([C:27]3[O:13][C:12](=[O:14])[C:11]4[C:10]5[C:5](=[CH:6][CH:7]=[CH:8][N:9]=5)[CH:4]=[CH:3][C:2]=4[N:1]=3)=[CH:25][C:24]([C:30]([F:33])([F:31])[F:32])=[N:23]2)=[N:18][CH:19]=[CH:20][CH:21]=1. Given the reactants [NH2:1][C:2]1[C:11]([C:12]([OH:14])=[O:13])=[C:10]2[C:5]([CH:6]=[CH:7][CH:8]=[N:9]2)=[CH:4][CH:3]=1.[Cl:15][C:16]1[C:17]([N:22]2[C:26]([C:27](O)=O)=[CH:25][C:24]([C:30]([F:33])([F:32])[F:31])=[N:23]2)=[N:18][CH:19]=[CH:20][CH:21]=1.N1C=CC=CC=1.CS(Cl)(=O)=O, predict the reaction product.